Dataset: Forward reaction prediction with 1.9M reactions from USPTO patents (1976-2016). Task: Predict the product of the given reaction. (1) Given the reactants [Cl:1][C:2]1[CH:11]=[C:10]([C:12](=O)[CH3:13])[C:9]([N:15]2[CH2:20][CH2:19][N:18]([CH:21]3[CH2:26][CH2:25][CH2:24][CH2:23][CH2:22]3)[CH2:17][CH2:16]2)=[C:8]2[C:3]=1[CH:4]=[CH:5][CH:6]=[N:7]2.C([O-])(=O)C.[NH4+].C([BH3-])#[N:33].[Na+].O1CCCC1, predict the reaction product. The product is: [Cl:1][C:2]1[CH:11]=[C:10]([CH:12]([NH2:33])[CH3:13])[C:9]([N:15]2[CH2:20][CH2:19][N:18]([CH:21]3[CH2:26][CH2:25][CH2:24][CH2:23][CH2:22]3)[CH2:17][CH2:16]2)=[C:8]2[C:3]=1[CH:4]=[CH:5][CH:6]=[N:7]2. (2) Given the reactants [K].[C:2]1(=[O:12])[NH:6][C:5](=[O:7])[C:4]2=[CH:8][CH:9]=[CH:10][CH:11]=[C:3]12.[CH3:13][O:14][C:15]1[CH:24]=[C:23]2[C:18]([CH2:19][CH2:20][C@@H:21](OS(C)(=O)=O)[CH2:22]2)=[CH:17][CH:16]=1.CN(C=O)C, predict the reaction product. The product is: [CH3:13][O:14][C:15]1[CH:24]=[C:23]2[C:18]([CH2:19][CH2:20][C@H:21]([N:6]3[C:2](=[O:12])[C:3]4=[CH:11][CH:10]=[CH:9][CH:8]=[C:4]4[C:5]3=[O:7])[CH2:22]2)=[CH:17][CH:16]=1. (3) Given the reactants [Cl:1][C:2]1[C:3]([O:11][CH:12]2[CH2:15][O:14][CH2:13]2)=[CH:4][C:5]([C:8]([OH:10])=O)=[N:6][CH:7]=1.[CH3:16][C:17]([CH3:26])([CH3:25])[CH:18]([NH2:24])[C:19]1[S:20][CH:21]=[CH:22][N:23]=1, predict the reaction product. The product is: [CH3:16][C:17]([CH3:26])([CH3:25])[CH:18]([NH:24][C:8]([C:5]1[CH:4]=[C:3]([O:11][CH:12]2[CH2:15][O:14][CH2:13]2)[C:2]([Cl:1])=[CH:7][N:6]=1)=[O:10])[C:19]1[S:20][CH:21]=[CH:22][N:23]=1. (4) Given the reactants [CH3:1][C@@H:2]1[CH:7]([NH:8][C:9](=[O:15])[O:10][C:11]([CH3:14])([CH3:13])[CH3:12])[CH2:6][CH2:5][CH2:4][NH:3]1.C(Cl)Cl.CCN(C(C)C)C(C)C.Cl[C:29]([O:31][CH2:32][C:33]1[CH:38]=[CH:37][CH:36]=[CH:35][CH:34]=1)=[O:30], predict the reaction product. The product is: [C:11]([O:10][C:9]([NH:8][C@@H:7]1[CH2:6][CH2:5][CH2:4][N:3]([C:29]([O:31][CH2:32][C:33]2[CH:38]=[CH:37][CH:36]=[CH:35][CH:34]=2)=[O:30])[C@@H:2]1[CH3:1])=[O:15])([CH3:14])([CH3:13])[CH3:12].[C:11]([O:10][C:9]([NH:8][C@@H:7]1[CH2:6][CH2:5][CH2:4][N:3]([C:29]([O:31][CH2:32][C:33]2[CH:38]=[CH:37][CH:36]=[CH:35][CH:34]=2)=[O:30])[C@H:2]1[CH3:1])=[O:15])([CH3:14])([CH3:13])[CH3:12]. (5) Given the reactants [F:1][C:2]1[CH:3]=[CH:4][C:5]([NH:8][C:9](=O)[CH2:10][N:11]2[CH:15]=[C:14]([N+:16]([O-:18])=[O:17])[CH:13]=[N:12]2)=[N:6][CH:7]=1.Cl, predict the reaction product. The product is: [F:1][C:2]1[CH:3]=[CH:4][C:5]([NH:8][CH2:9][CH2:10][N:11]2[CH:15]=[C:14]([N+:16]([O-:18])=[O:17])[CH:13]=[N:12]2)=[N:6][CH:7]=1. (6) Given the reactants [C:1]1([C:16]2[CH:21]=[CH:20][CH:19]=[CH:18][CH:17]=2)[CH:6]=[CH:5][C:4]([CH:7]([NH:14][CH3:15])[CH2:8][N:9]2[CH2:13][CH2:12][CH2:11][CH2:10]2)=[CH:3][CH:2]=1.[CH3:22][O:23][C:24]1[C:38]([C:39]([F:42])([F:41])[F:40])=[CH:37][C:27]2[N:28]([CH2:33][C:34]([OH:36])=O)[C:29](=[O:32])[CH2:30][O:31][C:26]=2[CH:25]=1.C(N(CC)CC)C.F[P-](F)(F)(F)(F)F.N1(O[P+](N(C)C)(N(C)C)N(C)C)C2C=CC=CC=2N=N1.FC(F)(F)C(O)=O, predict the reaction product. The product is: [C:1]1([C:16]2[CH:17]=[CH:18][CH:19]=[CH:20][CH:21]=2)[CH:6]=[CH:5][C:4]([CH:7]([N:14]([CH3:15])[C:34](=[O:36])[CH2:33][N:28]2[C:27]3[CH:37]=[C:38]([C:39]([F:42])([F:41])[F:40])[C:24]([O:23][CH3:22])=[CH:25][C:26]=3[O:31][CH2:30][C:29]2=[O:32])[CH2:8][N:9]2[CH2:13][CH2:12][CH2:11][CH2:10]2)=[CH:3][CH:2]=1. (7) The product is: [CH3:21][Si:22]([CH3:24])([CH3:23])[O:19][C:18](=[CH:16][CH2:17][CH:1]([CH3:3])[CH3:2])[CH3:20]. Given the reactants [CH:1]([Mg]Br)([CH3:3])[CH3:2].CN(C)P(N(C)C)N(C)C.[CH:16]([C:18]([CH3:20])=[O:19])=[CH2:17].[CH3:21][Si:22](Cl)([CH3:24])[CH3:23].C(N(CC)CC)C, predict the reaction product. (8) Given the reactants Br[C:2]1[CH:3]=[C:4]([C:9]2[N:10]=[C:11]([CH:21]([CH3:23])[CH3:22])[NH:12][C:13]=2[C:14]2[CH:19]=[CH:18][CH:17]=[C:16]([CH3:20])[N:15]=2)[CH:5]=[CH:6][C:7]=1[F:8].[C:24]([O:28][C:29]([N:31]1[CH:35]=[CH:34][CH:33]=[C:32]1B(O)O)=[O:30])([CH3:27])([CH3:26])[CH3:25].O, predict the reaction product. The product is: [F:8][C:7]1[CH:6]=[CH:5][C:4]([C:9]2[N:10]=[C:11]([CH:21]([CH3:23])[CH3:22])[NH:12][C:13]=2[C:14]2[CH:19]=[CH:18][CH:17]=[C:16]([CH3:20])[N:15]=2)=[CH:3][C:2]=1[C:32]1[N:31]([C:29]([O:28][C:24]([CH3:27])([CH3:26])[CH3:25])=[O:30])[CH:35]=[CH:34][CH:33]=1. (9) Given the reactants CC1C=CC(S(O[CH2:12][CH:13]2[O:18][C:17]3[CH:19]=[C:20]([O:23][S:24]([CH3:27])(=[O:26])=[O:25])[CH:21]=[CH:22][C:16]=3[O:15][CH2:14]2)(=O)=O)=CC=1.[CH3:28][NH:29][CH2:30][CH2:31][CH3:32], predict the reaction product. The product is: [CH3:27][S:24]([O:23][C:20]1[CH:21]=[CH:22][C:16]2[O:15][CH2:14][CH:13]([CH2:12][N:29]([CH3:28])[CH2:30][CH2:31][CH3:32])[O:18][C:17]=2[CH:19]=1)(=[O:25])=[O:26].